The task is: Predict the product of the given reaction.. This data is from Forward reaction prediction with 1.9M reactions from USPTO patents (1976-2016). (1) Given the reactants [C:1]([N:8]1[CH2:13][CH2:12][C:11](=O)[CH2:10][CH2:9]1)([O:3][C:4]([CH3:7])([CH3:6])[CH3:5])=[O:2].[NH2:15][C:16]1[CH:21]=[CH:20][C:19]([S:22]([N:25]([CH2:33][C:34]2[CH:39]=[CH:38][CH:37]=[CH:36][CH:35]=2)[CH2:26][C:27]2[CH:32]=[CH:31][CH:30]=[CH:29][CH:28]=2)(=[O:24])=[O:23])=[CH:18][CH:17]=1, predict the reaction product. The product is: [C:4]([O:3][C:1]([N:8]1[CH2:13][CH2:12][CH:11]([NH:15][C:16]2[CH:17]=[CH:18][C:19]([S:22](=[O:24])(=[O:23])[N:25]([CH2:26][C:27]3[CH:28]=[CH:29][CH:30]=[CH:31][CH:32]=3)[CH2:33][C:34]3[CH:39]=[CH:38][CH:37]=[CH:36][CH:35]=3)=[CH:20][CH:21]=2)[CH2:10][CH2:9]1)=[O:2])([CH3:7])([CH3:6])[CH3:5]. (2) Given the reactants [F:1][C:2]([F:7])([F:6])[C:3]([OH:5])=[O:4].[F:8][C:9]([F:14])([F:13])[C:10]([OH:12])=[O:11].FC(F)(F)C(O)=O.[Cl:22][C:23]1[CH:24]=[N:25][C:26]2[NH:27][C:28]3[CH:29]=[N:30][CH:31]=[C:32]([CH:53]=3)[CH2:33][CH2:34][C:35]3[CH:43]=[C:39]([NH:40][C:41]=1[N:42]=2)[CH:38]=[CH:37][C:36]=3[NH:44][C:45](=[O:52])[CH2:46][C@@H:47]1[CH2:51][CH2:50][NH:49][CH2:48]1.[F:54][C:55]1[CH:60]=[CH:59][CH:58]=[C:57]([N:61]=[C:62]=[O:63])[CH:56]=1, predict the reaction product. The product is: [F:1][C:2]([F:7])([F:6])[C:3]([OH:5])=[O:4].[F:8][C:9]([F:14])([F:13])[C:10]([OH:12])=[O:11].[Cl:22][C:23]1[CH:24]=[N:25][C:26]2[NH:27][C:28]3[CH:29]=[N:30][CH:31]=[C:32]([CH:53]=3)[CH2:33][CH2:34][C:35]3[CH:43]=[C:39]([NH:40][C:41]=1[N:42]=2)[CH:38]=[CH:37][C:36]=3[NH:44][C:45](=[O:52])[CH2:46][C@@H:47]1[CH2:51][CH2:50][N:49]([C:62]([NH:61][C:57]2[CH:58]=[CH:59][CH:60]=[C:55]([F:54])[CH:56]=2)=[O:63])[CH2:48]1. (3) Given the reactants Cl[C:2]1[C:3]2[NH:10][CH:9]=[C:8]([CH:11]3[CH2:16][CH2:15][N:14]([C:17]([O:19]C(C)(C)C)=[O:18])[CH2:13][CH2:12]3)[C:4]=2[N:5]=[CH:6][N:7]=1.[F:24][C:25]1[CH:31]=[C:30]([S:32]([CH3:35])(=[O:34])=[O:33])[CH:29]=[CH:28][C:26]=1[NH2:27].[C:36](O[Na])([CH3:39])([CH3:38])[CH3:37], predict the reaction product. The product is: [C:36]([CH:13]1[CH2:12][CH:11]([C:8]2[C:4]3[N:5]=[CH:6][N:7]=[C:2]([NH:27][C:26]4[CH:28]=[CH:29][C:30]([S:32]([CH3:35])(=[O:34])=[O:33])=[CH:31][C:25]=4[F:24])[C:3]=3[NH:10][CH:9]=2)[CH2:16][CH2:15][N:14]1[C:17]([OH:19])=[O:18])([CH3:39])([CH3:38])[CH3:37]. (4) Given the reactants [Cl:1][C:2]1[CH:3]=[C:4]([CH:19]=[CH:20][C:21]=1[Cl:22])[CH2:5][C:6]1[C:7](=[O:18])[O:8][C:9]2[C:14]([C:15]=1[CH3:16])=[CH:13][CH:12]=[C:11]([OH:17])[CH:10]=2.[I-].[N:24]1([C:30](N2C=C[N+](C)=C2)=[O:31])[CH2:29][CH2:28][O:27][CH2:26][CH2:25]1, predict the reaction product. The product is: [Cl:1][C:2]1[CH:3]=[C:4]([CH:19]=[CH:20][C:21]=1[Cl:22])[CH2:5][C:6]1[C:7](=[O:18])[O:8][C:9]2[C:14]([C:15]=1[CH3:16])=[CH:13][CH:12]=[C:11]([O:17][C:30]([N:24]1[CH2:29][CH2:28][O:27][CH2:26][CH2:25]1)=[O:31])[CH:10]=2. (5) Given the reactants [Cl:1][C:2]1[N:3]=[C:4]2[CH:9]=[CH:8][C:7](Cl)=[N:6][N:5]2[CH:11]=1.[C:12]1(P(C2C=CC=CC=2)CCCP(C2C=CC=CC=2)C2C=CC=CC=2)[CH:17]=CC=C[CH:13]=1.C([Mg]Br)CC.S(=O)(=O)(O)O, predict the reaction product. The product is: [CH2:13]([C:7]1[CH:8]=[CH:9][C:4]2[N:5]([CH:11]=[C:2]([Cl:1])[N:3]=2)[N:6]=1)[CH2:12][CH3:17]. (6) Given the reactants F[C:2]1[CH:9]=[CH:8][C:5]([CH:6]=[O:7])=[CH:4][CH:3]=1.[CH2:10]([C:13]1[CH:18]=[CH:17][C:16]([OH:19])=[CH:15][CH:14]=1)[CH:11]=[CH2:12].C(=O)([O-])[O-].[K+].[K+], predict the reaction product. The product is: [CH2:10]([C:13]1[CH:18]=[CH:17][C:16]([O:19][C:2]2[CH:9]=[CH:8][C:5]([CH:6]=[O:7])=[CH:4][CH:3]=2)=[CH:15][CH:14]=1)[CH:11]=[CH2:12]. (7) Given the reactants [O:1]=[C:2]1[C:7]([CH2:8][C:9]2[CH:14]=[CH:13][C:12]([C:15]3[C:16]([C:21]#[N:22])=[CH:17][CH:18]=[CH:19][CH:20]=3)=[CH:11][CH:10]=2)=[C:6]([CH2:23][CH2:24][CH3:25])[N:5]2[N:26]=[CH:27][N:28]=[C:4]2[NH:3]1.CI.[C:31](=O)([O-])[O-].[K+].[K+].CN(C)C=O, predict the reaction product. The product is: [CH3:31][N:3]1[C:2](=[O:1])[C:7]([CH2:8][C:9]2[CH:10]=[CH:11][C:12]([C:15]3[C:16]([C:21]#[N:22])=[CH:17][CH:18]=[CH:19][CH:20]=3)=[CH:13][CH:14]=2)=[C:6]([CH2:23][CH2:24][CH3:25])[N:5]2[N:26]=[CH:27][N:28]=[C:4]12. (8) Given the reactants [F:1][C:2]1[CH:10]=[CH:9][C:8]([I:11])=[CH:7][C:3]=1[C:4]([OH:6])=[O:5].OS(O)(=O)=O.[CH3:17][CH2:18]O, predict the reaction product. The product is: [F:1][C:2]1[CH:10]=[CH:9][C:8]([I:11])=[CH:7][C:3]=1[C:4]([O:6][CH2:17][CH3:18])=[O:5]. (9) The product is: [S:1](=[O:3])=[O:2].[F:12][C:11]([F:13])([S:10][C:4]1[CH:9]=[CH:8][CH:7]=[CH:6][CH:5]=1)[S:1]([F:21])(=[O:3])=[O:2]. Given the reactants [S:1](=[O:3])=[O:2].[C:4]1([S:10][C:11]([Si](C)(C)C)([F:13])[F:12])[CH:9]=[CH:8][CH:7]=[CH:6][CH:5]=1.[F-].[Cs+].[B-](F)(F)(F)[F:21].[B-](F)(F)(F)F.C1[N+]2(CCl)CC[N+](F)(CC2)C1, predict the reaction product. (10) Given the reactants FC(F)(F)C(O)=O.[Cl:8][C:9]1[CH:14]=[CH:13][C:12]([C:15]2[N:19]=[C:18]([C@@H:20]([NH:22]C(=O)OC(C)(C)C)[CH3:21])[O:17][N:16]=2)=[CH:11][CH:10]=1, predict the reaction product. The product is: [Cl:8][C:9]1[CH:10]=[CH:11][C:12]([C:15]2[N:19]=[C:18]([C@@H:20]([NH2:22])[CH3:21])[O:17][N:16]=2)=[CH:13][CH:14]=1.